Dataset: CYP2C19 inhibition data for predicting drug metabolism from PubChem BioAssay. Task: Regression/Classification. Given a drug SMILES string, predict its absorption, distribution, metabolism, or excretion properties. Task type varies by dataset: regression for continuous measurements (e.g., permeability, clearance, half-life) or binary classification for categorical outcomes (e.g., BBB penetration, CYP inhibition). Dataset: cyp2c19_veith. (1) The result is 0 (non-inhibitor). The drug is CN(Cc1cc2ccccc2[nH]c1=O)S(C)(=O)=O. (2) The molecule is COc1cc(/C=N/Nc2snc(SC)c2C#N)cc(OC)c1OC. The result is 1 (inhibitor). (3) The drug is OC[C@@H]1O[C@@H](n2cnc3c(N[C@@H]4C[C@@H]5CC[C@H]4C5)ncnc32)[C@@H](O)[C@H]1O. The result is 0 (non-inhibitor). (4) The drug is CN(C)c1ncc2ncc(=O)n(Cc3ccc(F)cc3)c2n1. The result is 1 (inhibitor). (5) The molecule is C[C@H]1CN(S(=O)(=O)c2cccc3cnccc23)CCN1. The result is 0 (non-inhibitor).